Regression. Given a peptide amino acid sequence and an MHC pseudo amino acid sequence, predict their binding affinity value. This is MHC class II binding data. From a dataset of Peptide-MHC class II binding affinity with 134,281 pairs from IEDB. (1) The peptide sequence is STWYGKPTAAGPKDN. The MHC is DRB1_1302 with pseudo-sequence DRB1_1302. The binding affinity (normalized) is 0. (2) The peptide sequence is AKPDGKTDCTKEVEE. The MHC is DRB1_0101 with pseudo-sequence DRB1_0101. The binding affinity (normalized) is 0.128. (3) The peptide sequence is AFDVAATAANAAPAN. The MHC is DRB1_0901 with pseudo-sequence DRB1_0901. The binding affinity (normalized) is 0.352. (4) The peptide sequence is AEMVIHHQHVQDCDE. The MHC is DRB3_0202 with pseudo-sequence DRB3_0202. The binding affinity (normalized) is 0.561. (5) The peptide sequence is LVIPENAKEKPQEGT. The MHC is DRB1_1101 with pseudo-sequence DRB1_1101. The binding affinity (normalized) is 0.